Predict the product of the given reaction. From a dataset of Forward reaction prediction with 1.9M reactions from USPTO patents (1976-2016). (1) The product is: [N+:20]([C:8]1[CH:9]=[CH:10][CH:11]=[C:12]2[C:7]=1[N:6]=[CH:5][CH:4]=[C:3]2[C:2]([F:1])([F:13])[F:14])([O-:22])=[O:21]. Given the reactants [F:1][C:2]([F:14])([F:13])[C:3]1[C:12]2[C:7](=[CH:8][CH:9]=[CH:10][CH:11]=2)[N:6]=[CH:5][CH:4]=1.OS(O)(=O)=O.[N+:20]([O-])([OH:22])=[O:21], predict the reaction product. (2) Given the reactants Cl[C:2]1[C:7]2=[CH:8][CH:9]=[CH:10][N:6]2[N:5]=[CH:4][N:3]=1.[F:11][C:12]1[CH:17]=[C:16]([N+:18]([O-:20])=[O:19])[CH:15]=[CH:14][C:13]=1[OH:21].C(=O)([O-])[O-].[K+].[K+], predict the reaction product. The product is: [F:11][C:12]1[CH:17]=[C:16]([N+:18]([O-:20])=[O:19])[CH:15]=[CH:14][C:13]=1[O:21][C:2]1[C:7]2=[CH:8][CH:9]=[CH:10][N:6]2[N:5]=[CH:4][N:3]=1.